Dataset: Full USPTO retrosynthesis dataset with 1.9M reactions from patents (1976-2016). Task: Predict the reactants needed to synthesize the given product. Given the product [F:1][C:2]1[CH:3]=[C:4]([N+:12]([O-:14])=[O:13])[C:5]([CH3:11])=[C:6]([CH:10]=1)[C:7]([OH:9])=[O:8], predict the reactants needed to synthesize it. The reactants are: [F:1][C:2]1[CH:3]=[CH:4][C:5]([CH3:11])=[C:6]([CH:10]=1)[C:7]([OH:9])=[O:8].[N+:12]([O-])([OH:14])=[O:13].